From a dataset of NCI-60 drug combinations with 297,098 pairs across 59 cell lines. Regression. Given two drug SMILES strings and cell line genomic features, predict the synergy score measuring deviation from expected non-interaction effect. (1) Synergy scores: CSS=-1.58, Synergy_ZIP=-0.385, Synergy_Bliss=-2.45, Synergy_Loewe=-9.81, Synergy_HSA=-5.71. Cell line: MCF7. Drug 2: CC1=CC=C(C=C1)C2=CC(=NN2C3=CC=C(C=C3)S(=O)(=O)N)C(F)(F)F. Drug 1: CN(C)C1=NC(=NC(=N1)N(C)C)N(C)C. (2) Drug 1: C1=CC(=CC=C1C#N)C(C2=CC=C(C=C2)C#N)N3C=NC=N3. Drug 2: CC1=C(C=C(C=C1)C(=O)NC2=CC(=CC(=C2)C(F)(F)F)N3C=C(N=C3)C)NC4=NC=CC(=N4)C5=CN=CC=C5. Cell line: KM12. Synergy scores: CSS=-12.0, Synergy_ZIP=7.79, Synergy_Bliss=6.23, Synergy_Loewe=-11.3, Synergy_HSA=-11.4. (3) Synergy scores: CSS=30.4, Synergy_ZIP=1.43, Synergy_Bliss=1.83, Synergy_Loewe=-16.9, Synergy_HSA=4.37. Cell line: OVCAR-8. Drug 2: C(=O)(N)NO. Drug 1: COC1=C(C=C2C(=C1)N=CN=C2NC3=CC(=C(C=C3)F)Cl)OCCCN4CCOCC4.